From a dataset of Forward reaction prediction with 1.9M reactions from USPTO patents (1976-2016). Predict the product of the given reaction. The product is: [C:1]([NH:8][C:9]([NH:11][C:12]([O:14][CH2:15][C:16]1[CH:21]=[CH:20][CH:19]=[CH:18][CH:17]=1)=[O:13])=[N:10][S:29]([C:32]([F:35])([F:34])[F:33])(=[O:31])=[O:30])([O:3][C:4]([CH3:7])([CH3:6])[CH3:5])=[O:2]. Given the reactants [C:1]([NH:8][C:9]([NH:11][C:12]([O:14][CH2:15][C:16]1[CH:21]=[CH:20][CH:19]=[CH:18][CH:17]=1)=[O:13])=[NH:10])([O:3][C:4]([CH3:7])([CH3:6])[CH3:5])=[O:2].C(N(CC)CC)C.[S:29](O[S:29]([C:32]([F:35])([F:34])[F:33])(=[O:31])=[O:30])([C:32]([F:35])([F:34])[F:33])(=[O:31])=[O:30], predict the reaction product.